This data is from Forward reaction prediction with 1.9M reactions from USPTO patents (1976-2016). The task is: Predict the product of the given reaction. (1) Given the reactants C1(C)C=CC=CC=1.C(C(C)=O)=C.[O:13]1[C:17]2([CH2:22][CH2:21][CH:20]([CH:23]3[CH2:28][CH2:27][C:26](N4CCCC4)=CC3)[CH2:19][CH2:18]2)OCC1.C([O-])(=O)C.[Na+], predict the reaction product. The product is: [CH:22]1[C:17](=[O:13])[CH2:18][CH2:19][CH:20]2[C:21]=1[CH2:26][CH2:27][CH2:28][CH2:23]2. (2) Given the reactants [Si:1]([O:8][CH2:9][CH:10]1[CH2:15][CH2:14][CH:13]([C:16]([C:18]2[C:19]3[CH:26]=[CH:25][NH:24][C:20]=3[N:21]=[CH:22][N:23]=2)=O)[CH2:12][CH2:11]1)([C:4]([CH3:7])([CH3:6])[CH3:5])([CH3:3])[CH3:2].O.[NH2:28][NH2:29].C(OCC)(=O)C, predict the reaction product. The product is: [Si:1]([O:8][CH2:9][C@@H:10]1[CH2:15][CH2:14][C@H:13]([C:16]2[N:28]=[N:29][N:23]3[C:18]=2[C:19]2[CH:26]=[CH:25][NH:24][C:20]=2[N:21]=[CH:22]3)[CH2:12][CH2:11]1)([C:4]([CH3:7])([CH3:6])[CH3:5])([CH3:3])[CH3:2].[Si:1]([O:8][CH2:9][C@H:10]1[CH2:15][CH2:14][C@H:13]([C:16]2[N:28]=[N:29][N:23]3[C:18]=2[C:19]2[CH:26]=[CH:25][NH:24][C:20]=2[N:21]=[CH:22]3)[CH2:12][CH2:11]1)([C:4]([CH3:7])([CH3:6])[CH3:5])([CH3:3])[CH3:2]. (3) Given the reactants [CH3:1][O:2][CH:3]([CH2:8][S:9][CH3:10])[C:4]([O:6]C)=[O:5].[OH-].[Na+].O, predict the reaction product. The product is: [CH3:1][O:2][CH:3]([CH2:8][S:9][CH3:10])[C:4]([OH:6])=[O:5].